From a dataset of Reaction yield outcomes from USPTO patents with 853,638 reactions. Predict the reaction yield, written as a fraction of the theoretical maximum amount of product (1.0 means a 100% yield; for example, 0.34 means a 34% yield). (1) The reactants are [CH3:1][O:2][C:3]1[CH:4]=[C:5]2[C:10](=[CH:11][C:12]=1[O:13][CH3:14])[N:9]=[CH:8][N:7]=[C:6]2[O:15][C:16]1[CH:22]=[CH:21][C:19]([NH2:20])=[CH:18][CH:17]=1.C(N(CC)CC)C.ClC(Cl)(O[C:34](=[O:40])OC(Cl)(Cl)Cl)Cl.[NH2:42][C:43]1[S:44][CH:45]=[C:46]([CH3:48])[N:47]=1. The catalyst is C(Cl)(Cl)Cl.O. The product is [CH3:1][O:2][C:3]1[CH:4]=[C:5]2[C:10](=[CH:11][C:12]=1[O:13][CH3:14])[N:9]=[CH:8][N:7]=[C:6]2[O:15][C:16]1[CH:22]=[CH:21][C:19]([NH:20][C:34]([NH:42][C:43]2[S:44][CH:45]=[C:46]([CH3:48])[N:47]=2)=[O:40])=[CH:18][CH:17]=1. The yield is 0.200. (2) The reactants are [Cl:1][C:2]1[C:3]([NH:22][C:23]2[CH:33]=[CH:32][CH:31]=[CH:30][C:24]=2[C:25](OCC)=[O:26])=[N:4][C:5]([NH:8][C:9]2[CH:14]=[CH:13][CH:12]=[C:11]([N:15]3[CH2:20][CH2:19][N:18]([CH3:21])[CH2:17][CH2:16]3)[CH:10]=2)=[N:6][CH:7]=1.[NH2:34][C@@H:35]([CH3:38])[CH2:36][OH:37]. No catalyst specified. The product is [Cl:1][C:2]1[C:3]([NH:22][C:23]2[CH:33]=[CH:32][CH:31]=[CH:30][C:24]=2[C:25]([NH:34][C@@H:35]([CH3:38])[CH2:36][OH:37])=[O:26])=[N:4][C:5]([NH:8][C:9]2[CH:14]=[CH:13][CH:12]=[C:11]([N:15]3[CH2:16][CH2:17][N:18]([CH3:21])[CH2:19][CH2:20]3)[CH:10]=2)=[N:6][CH:7]=1. The yield is 0.520. (3) The reactants are [C:1]([C:5]1[N:6]([CH3:27])[CH:7]=[C:8]([C:10]2[CH:15]=[CH:14][N:13]=[C:12]3[N:16](OCC[Si](C)(C)C)[C:17](C)=[CH:18][C:11]=23)[N:9]=1)([CH3:4])([CH3:3])[CH3:2].[C:28]([OH:34])([C:30]([F:33])([F:32])[F:31])=[O:29].CO.[NH4+].[OH-]. No catalyst specified. The product is [F:31][C:30]([F:33])([F:32])[C:28]([OH:34])=[O:29].[C:1]([C:5]1[N:6]([CH3:27])[CH:7]=[C:8]([C:10]2[CH:15]=[CH:14][N:13]=[C:12]3[NH:16][CH:17]=[CH:18][C:11]=23)[N:9]=1)([CH3:4])([CH3:2])[CH3:3]. The yield is 0.900. (4) The reactants are C([O:3][C:4](=[O:22])[CH2:5][NH:6][C:7](=[O:21])[C:8]1[CH:13]=[CH:12][C:11]([NH:14][C:15]2[CH:20]=[CH:19][CH:18]=[CH:17][CH:16]=2)=[CH:10][CH:9]=1)C.CO.O.O[Li].O. The catalyst is C1COCC1. The product is [C:15]1([NH:14][C:11]2[CH:12]=[CH:13][C:8]([C:7]([NH:6][CH2:5][C:4]([OH:22])=[O:3])=[O:21])=[CH:9][CH:10]=2)[CH:16]=[CH:17][CH:18]=[CH:19][CH:20]=1. The yield is 0.910. (5) The reactants are C(N(CC)CC)C.Br[C:9]1[N:14]=[C:13]([O:15][CH3:16])[C:12]([Cl:17])=[CH:11][CH:10]=1.[CH2:18]([OH:21])[C:19]#[CH:20].O. The catalyst is [Cu](I)I.C(OCC)(=O)C. The product is [Cl:17][C:12]1[CH:11]=[CH:10][C:9]([C:20]#[C:19][CH2:18][OH:21])=[N:14][C:13]=1[O:15][CH3:16]. The yield is 0.800. (6) The reactants are C(OC(=O)[NH:7][CH2:8][CH2:9][N:10]1[C:18]2[C:13](=[CH:14][CH:15]=[C:16]([S:19][CH3:20])[CH:17]=2)[CH:12]=[C:11]1[C:21](=[O:25])[CH:22]([CH3:24])[CH3:23])(C)(C)C.C(O)(C(F)(F)F)=O. The catalyst is C(Cl)Cl. The product is [NH2:7][CH2:8][CH2:9][N:10]1[C:18]2[C:13](=[CH:14][CH:15]=[C:16]([S:19][CH3:20])[CH:17]=2)[CH:12]=[C:11]1[C:21](=[O:25])[CH:22]([CH3:23])[CH3:24]. The yield is 1.00. (7) The reactants are [CH3:1][NH:2][CH2:3][CH:4]([OH:11])[C:5]1[CH:10]=[CH:9][CH:8]=[CH:7][CH:6]=1.C(O)(=O)C.[Br:16][C:17]1[N:22]=[CH:21][C:20]([CH:23]=O)=[CH:19][CH:18]=1.C(O[BH-](OC(=O)C)OC(=O)C)(=O)C.[Na+]. The catalyst is C1COCC1. The product is [Br:16][C:17]1[N:22]=[CH:21][C:20]([CH2:23][N:2]([CH3:1])[CH2:3][CH:4]([C:5]2[CH:10]=[CH:9][CH:8]=[CH:7][CH:6]=2)[OH:11])=[CH:19][CH:18]=1. The yield is 0.750. (8) The reactants are [C:1]1([O:7][CH3:8])[CH:6]=[CH:5][CH:4]=[CH:3][CH:2]=1.[CH3:9][O:10][C:11]1[CH:16]=[CH:15][C:14]([O:17][CH3:18])=[CH:13][C:12]=1[CH2:19][C:20](Cl)=[O:21].[Al+3].[Cl-].[Cl-].[Cl-]. The catalyst is ClC(Cl)C. The product is [CH3:9][O:10][C:11]1[CH:16]=[CH:15][C:14]([O:17][CH3:18])=[CH:13][C:12]=1[CH2:19][C:20]([C:4]1[CH:5]=[CH:6][C:1]([O:7][CH3:8])=[CH:2][CH:3]=1)=[O:21]. The yield is 0.580. (9) The reactants are [OH:1][C:2]1[CH:7]=[CH:6][CH:5]=[CH:4][C:3]=1[N:8]1[C:17](=[O:18])[C:16]2[C:11](=[CH:12][CH:13]=[CH:14][CH:15]=2)[N:10]=[C:9]1[CH:19]([N:21]1[CH2:26][CH2:25][NH:24][CH2:23][CH2:22]1)[CH3:20].[Cl:27][C:28]1[CH:38]=[CH:37][C:31]([O:32][CH2:33][C:34](Cl)=[O:35])=[CH:30][CH:29]=1. The catalyst is C(Cl)(Cl)Cl. The product is [Cl:27][C:28]1[CH:38]=[CH:37][C:31]([O:32][CH2:33][C:34]([N:24]2[CH2:23][CH2:22][N:21]([CH:19]([C:9]3[N:8]([C:3]4[CH:4]=[CH:5][CH:6]=[CH:7][C:2]=4[OH:1])[C:17](=[O:18])[C:16]4[C:11](=[CH:12][CH:13]=[CH:14][CH:15]=4)[N:10]=3)[CH3:20])[CH2:26][CH2:25]2)=[O:35])=[CH:30][CH:29]=1. The yield is 0.600. (10) The reactants are CS[C:3]1[C:8]2=[C:9]([CH2:12][N:13]3[CH2:18][CH2:17][CH:16]([OH:19])[CH2:15][CH2:14]3)[CH:10]=[CH:11][N:7]2[N:6]=[CH:5][N:4]=1.C(O)(C(F)(F)F)=O.C1C=C(Cl)C=C(C(OO)=O)C=1.[NH2:38][C:39]1[CH:44]=[CH:43][C:42]([OH:45])=[C:41]([F:46])[CH:40]=1.C[Si]([N-][Si](C)(C)C)(C)C.[Na+]. The catalyst is ClCCl.C1COCC1. The product is [NH2:38][C:39]1[CH:44]=[CH:43][C:42]([O:45][C:3]2[C:8]3=[C:9]([CH2:12][N:13]4[CH2:18][CH2:17][CH:16]([OH:19])[CH2:15][CH2:14]4)[CH:10]=[CH:11][N:7]3[N:6]=[CH:5][N:4]=2)=[C:41]([F:46])[CH:40]=1. The yield is 0.150.